From a dataset of Catalyst prediction with 721,799 reactions and 888 catalyst types from USPTO. Predict which catalyst facilitates the given reaction. (1) Reactant: [N:1]1[N:2]([C:6]2[CH:29]=[CH:28][CH:27]=[CH:26][C:7]=2[C:8]([N:10]2[C@H:15]([CH3:16])[CH2:14][CH2:13][C@@H:12]([NH:17][C:18]3[CH:19]=[C:20]([CH:23]=[CH:24][N:25]=3)[C:21]#[N:22])[CH2:11]2)=[O:9])[N:3]=[CH:4][CH:5]=1.CCN(C(C)C)C(C)C.[C:39](Cl)(=[O:41])[CH3:40]. Product: [N:1]1[N:2]([C:6]2[CH:29]=[CH:28][CH:27]=[CH:26][C:7]=2[C:8]([N:10]2[C@H:15]([CH3:16])[CH2:14][CH2:13][C@@H:12]([N:17]([C:18]3[CH:19]=[C:20]([C:21]#[N:22])[CH:23]=[CH:24][N:25]=3)[C:39](=[O:41])[CH3:40])[CH2:11]2)=[O:9])[N:3]=[CH:4][CH:5]=1. The catalyst class is: 2. (2) Reactant: C(=O)([O-])[O-].[K+].[K+].[CH:7]1([C:10]2[CH:14]=[CH:13][NH:12][N:11]=2)[CH2:9][CH2:8]1.Br[CH2:16][C:17]([O:19][CH2:20][CH3:21])=[O:18].Cl. Product: [CH:7]1([C:10]2[CH:14]=[CH:13][N:12]([CH2:16][C:17]([O:19][CH2:20][CH3:21])=[O:18])[N:11]=2)[CH2:9][CH2:8]1. The catalyst class is: 3. (3) Reactant: C[O:2][C:3](=[O:29])[C:4]1[CH:9]=[CH:8][CH:7]=[C:6]([N:10]2[C:18]3[C:13](=[CH:14][CH:15]=[CH:16][CH:17]=3)[C@@:12]3([CH2:20][C@@H:19]3[C:21]3[CH:26]=[CH:25][C:24]([Cl:27])=[CH:23][CH:22]=3)[C:11]2=[O:28])[CH:5]=1.COC(=O)C1C=CC=C(N2C3C(=CC=CC=3)[C@]3(C[C@H]3C3C=CC(Cl)=CC=3)C2=O)C=1.O.[OH-].[Li+]. Product: [Cl:27][C:24]1[CH:25]=[CH:26][C:21]([C@H:19]2[C@@:12]3([C:13]4[C:18](=[CH:17][CH:16]=[CH:15][CH:14]=4)[N:10]([C:6]4[CH:5]=[C:4]([CH:9]=[CH:8][CH:7]=4)[C:3]([OH:29])=[O:2])[C:11]3=[O:28])[CH2:20]2)=[CH:22][CH:23]=1. The catalyst class is: 5. (4) Reactant: [Cl:1][C:2]1[CH:10]=[CH:9][CH:8]=[C:7]([I:11])[C:3]=1[C:4]([NH2:6])=[O:5].C(Cl)(=O)[C:13](Cl)=[O:14]. Product: [Cl:1][C:2]1[CH:10]=[CH:9][CH:8]=[C:7]([I:11])[C:3]=1[C:4]([N:6]=[C:13]=[O:14])=[O:5]. The catalyst class is: 344. (5) Reactant: [CH2:1]([CH2:8][NH:9][C:10]1[C:15]2[CH2:16][O:17][C:18]([CH3:21])([CH3:20])[CH2:19][C:14]=2[C:13]([C:22]#[N:23])=[C:12]([SH:24])[N:11]=1)[C:2]1[CH:7]=[CH:6][CH:5]=[CH:4][CH:3]=1.C(=O)([O-])[O-].[K+].[K+].Cl[CH2:32][C:33]([NH2:35])=[O:34]. Product: [NH2:23][C:22]1[C:13]2[C:12](=[N:11][C:10]([NH:9][CH2:8][CH2:1][C:2]3[CH:7]=[CH:6][CH:5]=[CH:4][CH:3]=3)=[C:15]3[CH2:16][O:17][C:18]([CH3:21])([CH3:20])[CH2:19][C:14]3=2)[S:24][C:32]=1[C:33]([NH2:35])=[O:34]. The catalyst class is: 8. (6) Reactant: [OH:1][CH2:2][CH2:3][CH2:4][CH2:5][O:6][C:7]1[N:16]=[C:15]2[C:10]([CH2:11][CH2:12][C:13](=[O:17])[NH:14]2)=[CH:9][CH:8]=1.CCN(CC)CC.[CH3:25][S:26](Cl)(=[O:28])=[O:27]. Product: [CH3:25][S:26]([O:1][CH2:2][CH2:3][CH2:4][CH2:5][O:6][C:7]1[CH:8]=[CH:9][C:10]2[CH2:11][CH2:12][C:13](=[O:17])[NH:14][C:15]=2[N:16]=1)(=[O:28])=[O:27]. The catalyst class is: 2.